This data is from Reaction yield outcomes from USPTO patents with 853,638 reactions. The task is: Predict the reaction yield, written as a fraction of the theoretical maximum amount of product (1.0 means a 100% yield; for example, 0.34 means a 34% yield). (1) The reactants are [Br:1][C:2]1[CH:3]=[C:4]([C:8]2([C:16]3[CH:25]=[CH:24][C:19]4[O:20][CH2:21][CH2:22][O:23][C:18]=4[CH:17]=3)[NH:12][C:11](=S)[N:10]([CH3:14])[C:9]2=[O:15])[CH:5]=[CH:6][CH:7]=1.C(OO)(C)(C)C.[NH3:32]. No catalyst specified. The product is [NH2:32][C:11]1[N:10]([CH3:14])[C:9](=[O:15])[C:8]([C:4]2[CH:5]=[CH:6][CH:7]=[C:2]([Br:1])[CH:3]=2)([C:16]2[CH:25]=[CH:24][C:19]3[O:20][CH2:21][CH2:22][O:23][C:18]=3[CH:17]=2)[N:12]=1. The yield is 0.780. (2) The reactants are [Cl:1][C:2]1[CH:10]=[CH:9][C:8]([S:11](=[O:15])(=[O:14])[NH:12][CH3:13])=[CH:7][C:3]=1[C:4]([OH:6])=[O:5].Cl[C:17]1C=CC(S(O)=O)=CC=1C(O)=O.C(N)C. No catalyst specified. The product is [Cl:1][C:2]1[CH:10]=[CH:9][C:8]([S:11](=[O:15])(=[O:14])[NH:12][CH2:13][CH3:17])=[CH:7][C:3]=1[C:4]([OH:6])=[O:5]. The yield is 0.780. (3) The product is [CH3:15][N:16]1[C:10]([OH:14])=[N:9][C:7]([C:3]2[CH:2]=[N:1][CH:6]=[CH:5][CH:4]=2)=[N:17]1. The yield is 0.690. The reactants are [N:1]1[CH:6]=[CH:5][CH:4]=[C:3]([C:7]([NH:9][C:10](=[O:14])OCC)=S)[CH:2]=1.[CH3:15][NH:16][NH2:17]. The catalyst is C1COCC1. (4) The reactants are C[O:2][CH2:3][CH2:4][O:5][CH2:6][CH2:7][O:8][CH2:9][CH2:10][O:11][CH2:12][CH2:13][O:14][CH2:15][CH2:16][O:17][CH2:18][CH2:19][O:20][CH2:21][CH2:22][O:23][CH2:24][CH2:25][O:26][CH2:27][CH2:28][O:29][CH2:30]C1C=CC=CC=1. The catalyst is C(O)C.[Pd]. The product is [CH3:30][O:29][CH2:28][CH2:27][O:26][CH2:25][CH2:24][O:23][CH2:22][CH2:21][O:20][CH2:19][CH2:18][O:17][CH2:16][CH2:15][O:14][CH2:13][CH2:12][O:11][CH2:10][CH2:9][O:8][CH2:7][CH2:6][O:5][CH2:4][CH2:3][OH:2]. The yield is 0.990. (5) The reactants are [CH3:1][C:2]1[C:6]2[C:7](=[O:19])[N:8]([CH2:11][CH2:12][N:13]3[CH2:18][CH2:17][CH2:16][CH2:15][CH2:14]3)[CH2:9][CH2:10][C:5]=2[NH:4][C:3]=1[CH:20]=O.[F:22][C:23]1[CH:24]=[C:25]2[C:29](=[CH:30][CH:31]=1)[NH:28][C:27](=[O:32])[CH2:26]2.N1CCCCC1. The catalyst is C(O)C. The product is [F:22][C:23]1[CH:24]=[C:25]2[C:29](=[CH:30][CH:31]=1)[NH:28][C:27](=[O:32])[C:26]2=[CH:20][C:3]1[NH:4][C:5]2[CH2:10][CH2:9][N:8]([CH2:11][CH2:12][N:13]3[CH2:14][CH2:15][CH2:16][CH2:17][CH2:18]3)[C:7](=[O:19])[C:6]=2[C:2]=1[CH3:1]. The yield is 0.380. (6) The reactants are [Cl:1][C:2]1[CH:7]=[CH:6][C:5]([S:8]([CH2:11][C:12]2[CH:17]=[CH:16][N:15]=[CH:14][CH:13]=2)(=[O:10])=[O:9])=[CH:4][CH:3]=1.[CH3:18][N:19]1[CH2:24][CH2:23][CH:22](O)[CH2:21][CH2:20]1.C(C=P(CCCC)(CCCC)CCCC)#N. The catalyst is C1(C)C=CC=CC=1. The product is [Cl:1][C:2]1[CH:3]=[CH:4][C:5]([S:8]([CH:11]([CH:22]2[CH2:23][CH2:24][N:19]([CH3:18])[CH2:20][CH2:21]2)[C:12]2[CH:13]=[CH:14][N:15]=[CH:16][CH:17]=2)(=[O:9])=[O:10])=[CH:6][CH:7]=1. The yield is 0.330. (7) The reactants are CN(C)C(N(C)C)=N.[CH3:9][O:10][C:11](=[O:40])[CH:12](P(OC)(OC)=O)[NH:13][C:14](=[O:33])[C:15]1[CH:20]=[CH:19][C:18]([C:21]([NH:23][CH2:24][C:25]2[CH:30]=[CH:29][CH:28]=[C:27]([OH:31])[CH:26]=2)=[O:22])=[CH:17][C:16]=1[Cl:32].[CH2:41]([C:43]1[S:44][C:45]([CH:51]=O)=[C:46]([CH:48]([CH3:50])[CH3:49])[N:47]=1)[CH3:42].O. The catalyst is ClCCl. The product is [CH3:9][O:10][C:11](=[O:40])/[C:12](/[NH:13][C:14](=[O:33])[C:15]1[CH:20]=[CH:19][C:18]([C:21]([NH:23][CH2:24][C:25]2[CH:30]=[CH:29][CH:28]=[C:27]([OH:31])[CH:26]=2)=[O:22])=[CH:17][C:16]=1[Cl:32])=[CH:51]/[C:45]1[S:44][C:43]([CH2:41][CH3:42])=[N:47][C:46]=1[CH:48]([CH3:49])[CH3:50]. The yield is 0.650. (8) The reactants are [C:1]12([C:11]3[CH:12]=[C:13]([CH:29]=[CH:30][C:31]=3[O:32][CH3:33])[C:14]([O:16][NH:17][C:18]([C:20]3[CH:21]=[C:22]4[C:26](=[CH:27][CH:28]=3)[NH:25][CH:24]=[CH:23]4)=[NH:19])=O)[CH2:10][CH:5]3[CH2:6][CH:7]([CH2:9][CH:3]([CH2:4]3)[CH2:2]1)[CH2:8]2.CCCC[N+](CCCC)(CCCC)CCCC.[F-].C1COCC1. The catalyst is C1(C)C=CC=CC=1. The product is [NH:25]1[C:26]2[C:22](=[CH:21][C:20]([C:18]3[N:19]=[C:14]([C:13]4[CH:29]=[CH:30][C:31]([O:32][CH3:33])=[C:11]([C:1]56[CH2:10][CH:5]7[CH2:6][CH:7]([CH2:9][CH:3]([CH2:4]7)[CH2:2]5)[CH2:8]6)[CH:12]=4)[O:16][N:17]=3)=[CH:28][CH:27]=2)[CH:23]=[CH:24]1. The yield is 1.00. (9) The catalyst is C1COCC1.O.CO. The product is [F:15][CH2:14][CH2:13][CH2:12][CH2:11][C:9]1[CH:8]=[CH:7][N:6]=[C:5]([C:3]([OH:4])=[O:2])[CH:10]=1. The reactants are C[O:2][C:3]([C:5]1[CH:10]=[C:9]([CH2:11][CH2:12][CH2:13][CH2:14][F:15])[CH:8]=[CH:7][N:6]=1)=[O:4].O.[OH-].[Li+]. The yield is 0.650. (10) The reactants are Cl[C:2]1[N:11]=[CH:10][C:9]([Cl:12])=[CH:8][C:3]=1[C:4]([O:6][CH3:7])=[O:5].[NH3:13]. The catalyst is CC(C)=O.CO. The product is [NH2:13][C:2]1[N:11]=[CH:10][C:9]([Cl:12])=[CH:8][C:3]=1[C:4]([O:6][CH3:7])=[O:5]. The yield is 0.750.